Dataset: Full USPTO retrosynthesis dataset with 1.9M reactions from patents (1976-2016). Task: Predict the reactants needed to synthesize the given product. (1) Given the product [CH3:30][N:31]([CH2:42][C:43]1[N:47]([CH2:48][C@H:49]2[CH2:54][CH2:53][CH2:52][N:51]([CH:55]([CH3:57])[CH3:56])[CH2:50]2)[C:46]2[CH:58]=[CH:59][CH:60]=[CH:61][C:45]=2[N:44]=1)[C@@H:32]1[C:41]2[N:40]=[CH:39][CH:38]=[CH:37][C:36]=2[CH2:35][CH2:34][CH2:33]1, predict the reactants needed to synthesize it. The reactants are: CN(CC1N(C[C@H]2CCCNC2)C2C=CC=CC=2N=1)[C@@H]1C2N=CC=CC=2CCC1.[CH3:30][N:31]([CH2:42][C:43]1[N:47]([CH2:48][C@@H:49]2[CH2:54][CH2:53][CH2:52][N:51]([CH:55]([CH3:57])[CH3:56])[CH2:50]2)[C:46]2[CH:58]=[CH:59][CH:60]=[CH:61][C:45]=2[N:44]=1)[C@H:32]1[C:41]2[N:40]=[CH:39][CH:38]=[CH:37][C:36]=2[CH2:35][CH2:34][CH2:33]1. (2) Given the product [CH3:14][C:10]1([CH3:13])[O:9][C@H:8]([C@@H:7]([NH:15][C:16](=[O:17])[O:18][CH2:19][C:20]2[CH:21]=[CH:22][CH:23]=[CH:24][CH:25]=2)[CH2:6][S:27][CH3:26])[CH2:12][O:11]1, predict the reactants needed to synthesize it. The reactants are: CS(O[CH2:6][C@H:7]([NH:15][C:16]([O:18][CH2:19][C:20]1[CH:25]=[CH:24][CH:23]=[CH:22][CH:21]=1)=[O:17])[C@@H:8]1[CH2:12][O:11][C:10]([CH3:14])([CH3:13])[O:9]1)(=O)=O.[CH3:26][S-:27].[Na+]. (3) Given the product [C:1]([NH:4][C:5]1[S:6][CH:7]=[C:8]([C:10]#[N:12])[N:9]=1)(=[O:3])[CH3:2], predict the reactants needed to synthesize it. The reactants are: [C:1]([NH:4][C:5]1[S:6][CH:7]=[C:8]([C:10]([NH2:12])=O)[N:9]=1)(=[O:3])[CH3:2].C1(C)C=CC(S(Cl)(=O)=O)=CC=1.C(OCC)(=O)C.O. (4) Given the product [F:2][C:3]1[CH:22]=[C:21]([S:23]([CH3:26])(=[O:25])=[O:24])[C:20]([F:27])=[CH:19][C:4]=1[O:5][CH:6]1[CH2:11][CH2:10][CH2:9][N:8]([CH:12]2[CH2:17][CH2:16][N:15]([C:38]3[N:43]=[CH:42][C:41]([CH2:44][CH3:45])=[CH:40][N:39]=3)[CH2:14][CH2:13]2)[C:7]1=[O:18], predict the reactants needed to synthesize it. The reactants are: Cl.[F:2][C:3]1[CH:22]=[C:21]([S:23]([CH3:26])(=[O:25])=[O:24])[C:20]([F:27])=[CH:19][C:4]=1[O:5][CH:6]1[CH2:11][CH2:10][CH2:9][N:8]([CH:12]2[CH2:17][CH2:16][NH:15][CH2:14][CH2:13]2)[C:7]1=[O:18].CCN(C(C)C)C(C)C.Cl[C:38]1[N:43]=[CH:42][C:41]([CH2:44][CH3:45])=[CH:40][N:39]=1.